This data is from Peptide-MHC class II binding affinity with 134,281 pairs from IEDB. The task is: Regression. Given a peptide amino acid sequence and an MHC pseudo amino acid sequence, predict their binding affinity value. This is MHC class II binding data. (1) The peptide sequence is EHLSSLRNLCELLGV. The MHC is DRB1_1501 with pseudo-sequence DRB1_1501. The binding affinity (normalized) is 0.396. (2) The MHC is DRB1_0802 with pseudo-sequence DRB1_0802. The binding affinity (normalized) is 0.297. The peptide sequence is KFDSQLARRHMARELH. (3) The binding affinity (normalized) is 0.502. The peptide sequence is IEAAASAIQGNVTSI. The MHC is HLA-DQA10102-DQB10602 with pseudo-sequence HLA-DQA10102-DQB10602. (4) The peptide sequence is AWVDSGAQLGELYYA. The MHC is DRB3_0202 with pseudo-sequence DRB3_0202. The binding affinity (normalized) is 0.200.